This data is from Catalyst prediction with 721,799 reactions and 888 catalyst types from USPTO. The task is: Predict which catalyst facilitates the given reaction. (1) Reactant: [Cl:1][C:2]1[CH:11]=[C:10]([C:12](=O)[CH3:13])[C:9]([N:15]2[CH2:20][CH2:19][N:18]([C:21](=[O:29])[C:22]3[CH:27]=[CH:26][CH:25]=[CH:24][C:23]=3[F:28])[CH2:17][CH2:16]2)=[C:8]2[C:3]=1[CH:4]=[CH:5][CH:6]=[N:7]2.C([O-])(=O)C.[NH4+].C([BH3-])#[N:36].[Na+].O1CCCC1. Product: [Cl:1][C:2]1[CH:11]=[C:10]([CH:12]([NH2:36])[CH3:13])[C:9]([N:15]2[CH2:20][CH2:19][N:18]([C:21](=[O:29])[C:22]3[CH:27]=[CH:26][CH:25]=[CH:24][C:23]=3[F:28])[CH2:17][CH2:16]2)=[C:8]2[C:3]=1[CH:4]=[CH:5][CH:6]=[N:7]2. The catalyst class is: 449. (2) Reactant: C(OC([C:6]1[CH:7]=[N:8][N:9]([C:12]2[CH:17]=[CH:16][C:15]([O:18][CH3:19])=[CH:14][CH:13]=2)[C:10]=1[NH2:11])=O)C. Product: [CH3:19][O:18][C:15]1[CH:14]=[CH:13][C:12]([N:9]2[C:10]([NH2:11])=[CH:6][CH:7]=[N:8]2)=[CH:17][CH:16]=1. The catalyst class is: 33. (3) Reactant: C([Li])CCC.[C:6]([Si:10]([O:13][CH2:14][C:15]1[CH:20]=[C:19]([O:21][CH2:22][CH3:23])[C:18](I)=[C:17]([O:25][CH2:26][CH3:27])[CH:16]=1)([CH3:12])[CH3:11])([CH3:9])([CH3:8])[CH3:7].C[Si]([O:32][B:33](O[Si](C)(C)C)[O:34][Si](C)(C)C)(C)C.C(=O)([O-])O.[Na+].Cl. Product: [Si:10]([O:13][CH2:14][C:15]1[CH:20]=[C:19]([O:21][CH2:22][CH3:23])[C:18]([B:33]([OH:34])[OH:32])=[C:17]([O:25][CH2:26][CH3:27])[CH:16]=1)([C:6]([CH3:9])([CH3:8])[CH3:7])([CH3:12])[CH3:11]. The catalyst class is: 56. (4) Reactant: [CH:1]1([CH2:4][N:5]2[C:9]3[CH:10]=[CH:11][C:12]([O:14][CH3:15])=[CH:13][C:8]=3[N:7]=[N:6]2)[CH2:3][CH2:2]1.[Br-:16].[Br-].[Br-].[NH+]1C=CC=CC=1.[NH+]1C=CC=CC=1.[NH+]1C=CC=CC=1. Product: [Br:16][C:13]1[C:8]2[N:7]=[N:6][N:5]([CH2:4][CH:1]3[CH2:2][CH2:3]3)[C:9]=2[CH:10]=[CH:11][C:12]=1[O:14][CH3:15]. The catalyst class is: 15. (5) Reactant: C([O:5][C:6]([C@H:8]1[CH2:12][CH2:11][CH2:10][N:9]1[C:13](=[O:42])[CH2:14][O:15][C:16]1[CH:25]=[CH:24][C:23]2[C:18](=[CH:19][C:20]([O:26][CH2:27][C:28]([N:30]3[CH2:34][CH2:33][CH2:32][C@@H:31]3[C:35]([O:37]C(C)(C)C)=[O:36])=[O:29])=[CH:21][CH:22]=2)[CH:17]=1)=[O:7])(C)(C)C. Product: [C:35]([C@H:31]1[CH2:32][CH2:33][CH2:34][N:30]1[C:28](=[O:29])[CH2:27][O:26][C:20]1[CH:19]=[C:18]2[C:23]([CH:24]=[CH:25][C:16]([O:15][CH2:14][C:13]([N:9]3[CH2:10][CH2:11][CH2:12][C@@H:8]3[C:6]([OH:7])=[O:5])=[O:42])=[CH:17]2)=[CH:22][CH:21]=1)([OH:37])=[O:36]. The catalyst class is: 55. (6) Reactant: [O:1]1[C:5]2[CH:6]=[CH:7][CH:8]=[CH:9][C:4]=2[N:3]=[C:2]1[CH:10]=O.[CH3:12][O:13][C:14]1[CH:15]=[C:16]([CH:18]=[CH:19][CH:20]=1)[NH2:17]. Product: [O:1]1[C:5]2[CH:6]=[CH:7][CH:8]=[CH:9][C:4]=2[N:3]=[C:2]1[CH:10]=[N:17][C:16]1[CH:18]=[CH:19][CH:20]=[C:14]([O:13][CH3:12])[CH:15]=1. The catalyst class is: 8. (7) Reactant: Br[C:2]1[N:7]=[C:6]([CH2:8][CH2:9][O:10][CH2:11][N:12]2[C:16]3[CH:17]=[CH:18][CH:19]=[CH:20][C:15]=3[N:14]=[C:13]2[NH:21][CH:22]2[CH2:27][CH2:26][N:25]([C:28]([O:30][C:31]([CH3:34])([CH3:33])[CH3:32])=[O:29])[CH2:24][CH2:23]2)[CH:5]=[CH:4][CH:3]=1.[NH:35]([CH3:37])[CH3:36]. Product: [CH3:36][N:35]([CH3:37])[C:2]1[N:7]=[C:6]([CH2:8][CH2:9][O:10][CH2:11][N:12]2[C:16]3[CH:17]=[CH:18][CH:19]=[CH:20][C:15]=3[N:14]=[C:13]2[NH:21][CH:22]2[CH2:27][CH2:26][N:25]([C:28]([O:30][C:31]([CH3:34])([CH3:33])[CH3:32])=[O:29])[CH2:24][CH2:23]2)[CH:5]=[CH:4][CH:3]=1. The catalyst class is: 312.